Dataset: Full USPTO retrosynthesis dataset with 1.9M reactions from patents (1976-2016). Task: Predict the reactants needed to synthesize the given product. Given the product [NH2:12][C:3]1[C:4]2[O:8][CH2:7][O:6][C:5]=2[C:9]([C:20]#[C:19][CH2:18][NH:17][C:15]([NH:14][CH3:13])=[O:16])=[CH:10][C:2]=1[Cl:1], predict the reactants needed to synthesize it. The reactants are: [Cl:1][C:2]1[CH:10]=[C:9](I)[C:5]2[O:6][CH2:7][O:8][C:4]=2[C:3]=1[NH2:12].[CH3:13][NH:14][C:15]([NH:17][CH2:18][C:19]#[CH:20])=[O:16].C(NC(C)C)(C)C.